Dataset: Full USPTO retrosynthesis dataset with 1.9M reactions from patents (1976-2016). Task: Predict the reactants needed to synthesize the given product. (1) Given the product [Br:9][C:10]1[CH:11]=[C:12]([CH:28]=[CH:29][CH:30]=1)[CH2:13][C:14]1[C:15]([CH3:27])=[N:16][C:17]2[N:18]([N:21]=[CH:22][C:23]=2[C:24]([NH:8][CH2:7][CH2:6][O:5][C:1]([CH3:4])([CH3:3])[CH3:2])=[O:25])[C:19]=1[CH3:20], predict the reactants needed to synthesize it. The reactants are: [C:1]([O:5][CH2:6][CH2:7][NH2:8])([CH3:4])([CH3:3])[CH3:2].[Br:9][C:10]1[CH:11]=[C:12]([CH:28]=[CH:29][CH:30]=1)[CH2:13][C:14]1[C:15]([CH3:27])=[N:16][C:17]2[N:18]([N:21]=[CH:22][C:23]=2[C:24](O)=[O:25])[C:19]=1[CH3:20]. (2) Given the product [F:1][C:2]1[C:3]([NH:10][C:11]2[C:16]([C:17]3[N:25]=[CH:24][N:23]=[C:22]4[C:18]=3[N:19]=[CH:20][N:21]4[CH:26]3[CH2:31][CH2:30][CH2:29][CH2:28][O:27]3)=[CH:15][CH:14]=[CH:13][N:12]=2)=[C:4]([F:9])[CH:5]=[CH:6][C:7]=1[NH:8][S:40]([C:36]1[CH:37]=[CH:38][CH:39]=[C:34]([C:33]([F:32])([F:44])[F:45])[CH:35]=1)(=[O:42])=[O:41], predict the reactants needed to synthesize it. The reactants are: [F:1][C:2]1[C:7]([NH2:8])=[CH:6][CH:5]=[C:4]([F:9])[C:3]=1[NH:10][C:11]1[C:16]([C:17]2[N:25]=[CH:24][N:23]=[C:22]3[C:18]=2[N:19]=[CH:20][N:21]3[CH:26]2[CH2:31][CH2:30][CH2:29][CH2:28][O:27]2)=[CH:15][CH:14]=[CH:13][N:12]=1.[F:32][C:33]([F:45])([F:44])[C:34]1[CH:35]=[C:36]([S:40](Cl)(=[O:42])=[O:41])[CH:37]=[CH:38][CH:39]=1.N1C=CC=CC=1. (3) Given the product [Br-:1].[F:37][C:34]1[CH:35]=[CH:36][C:31]([CH:29]([OH:30])[CH2:28][CH2:27][CH:17]2[C:16](=[O:38])[N:15]([C:12]3[CH:13]=[CH:14][C:9]([O:8][CH2:7][C:6]4[CH:39]=[CH:40][C:3]([CH2:2][N+:43]56[CH2:48][CH2:47][N:46]([CH2:45][CH2:44]5)[CH2:41][CH2:42]6)=[CH:4][CH:5]=4)=[CH:10][CH:11]=3)[CH:18]2[C:19]2[CH:24]=[CH:23][C:22]([O:25][CH3:26])=[CH:21][CH:20]=2)=[CH:32][CH:33]=1, predict the reactants needed to synthesize it. The reactants are: [Br:1][CH2:2][C:3]1[CH:40]=[CH:39][C:6]([CH2:7][O:8][C:9]2[CH:14]=[CH:13][C:12]([N:15]3[CH:18]([C:19]4[CH:24]=[CH:23][C:22]([O:25][CH3:26])=[CH:21][CH:20]=4)[CH:17]([CH2:27][CH2:28][CH:29]([C:31]4[CH:36]=[CH:35][C:34]([F:37])=[CH:33][CH:32]=4)[OH:30])[C:16]3=[O:38])=[CH:11][CH:10]=2)=[CH:5][CH:4]=1.[CH2:41]1[N:46]2[CH2:47][CH2:48][N:43]([CH2:44][CH2:45]2)[CH2:42]1.